Dataset: Peptide-MHC class I binding affinity with 185,985 pairs from IEDB/IMGT. Task: Regression. Given a peptide amino acid sequence and an MHC pseudo amino acid sequence, predict their binding affinity value. This is MHC class I binding data. (1) The binding affinity (normalized) is 0.434. The MHC is HLA-A26:01 with pseudo-sequence HLA-A26:01. The peptide sequence is GTIGAVSLDF. (2) The MHC is HLA-A24:02 with pseudo-sequence HLA-A24:02. The peptide sequence is EYKLQQGTF. The binding affinity (normalized) is 0.137. (3) The peptide sequence is VTSLDVINY. The MHC is HLA-B40:02 with pseudo-sequence HLA-B40:02. The binding affinity (normalized) is 0.0377. (4) The peptide sequence is GLKELGDWV. The MHC is HLA-B27:05 with pseudo-sequence HLA-B27:05. The binding affinity (normalized) is 0.0847. (5) The peptide sequence is ILDRIITNA. The MHC is HLA-A02:01 with pseudo-sequence HLA-A02:01. The binding affinity (normalized) is 0.233. (6) The peptide sequence is FQTVNFNNA. The MHC is HLA-A32:01 with pseudo-sequence HLA-A32:01. The binding affinity (normalized) is 0. (7) The peptide sequence is YFHKRDMRL. The MHC is HLA-B35:01 with pseudo-sequence HLA-B35:01. The binding affinity (normalized) is 0.0847.